Binary Classification. Given a miRNA mature sequence and a target amino acid sequence, predict their likelihood of interaction. From a dataset of Experimentally validated miRNA-target interactions with 360,000+ pairs, plus equal number of negative samples. (1) The miRNA is hsa-miR-6750-3p with sequence GAACUCACCCUCUGCUCCCAG. The protein sequence of the target gene is MVQKRTAELQGFHRSFKGQNPFELAFSLDLAQHRDSDFSPQCEARPDMPSSQPIDIPDAKKRGRKKKRCRATDSFSGRFEDVYQLQEDVLGEGAHARVQTCVNLITNQEYAVKIIEKQLGHIRSRVFREVEMLYQCQGHRNVLELIEFFEEEDRFYLVFEKMRGGSILSHIHRRRHFNELEASVVVQDVASALDFLHNKGIAHRDLKPENILCEHPNQVSPVKICDFDLGSGIKLNGDCSPISTPELLTPCGSAEYMAPEVVEAFSEEASIYDKRCDLWSLGVILYILLSGYPPFVGHCG.... Result: 0 (no interaction). (2) The miRNA is hsa-miR-1238-3p with sequence CUUCCUCGUCUGUCUGCCCC. The protein sequence of the target gene is MAHGIPSQGKVTITVDEYSSNPTQAFTHYNINQSRFQPPHVHMVDPIPYDTPKPAGHTRFVCISDTHSRTDGIQMPYGDILLHTGDFTELGLPSEVKKFNDWLGNLPYEYKIVIAGNHELTFDKEFMADLVKQDYYRFPSVSKLKPEDFDNVQSLLTNSIYLQDSEVTVKGFRIYGAPWTPWFNGWGFNLPRGQSLLDKWNLIPEGIDILMTHGPPLGFRDWVPKELQRVGCVELLNTVQRRVRPKLHVFGGIHEGYGIMTDGYTTYINASTCTVSFQPTNPPIIFDLPNPQGS. Result: 0 (no interaction). (3) The protein sequence of the target gene is MAKGEGAESGSAAGLLPTSILQASERPVQVKKEPKKKQQLSICNKLCYAVGGAPYQLTGCALGFFLQIYLLDVAKVEPLPASIILFVGRAWDAFTDPLVGFCISKSSWTRLGRLMPWIIFSTPLAIIAYFLIWFVPDFPSGTESSHGFLWYLLFYCLFETLVTCFHVPYSALTMFISTEQSERDSATAYRMTVEVLGTVIGTAIQGQIVGQAKAPCLQDQNGSVVVSEVANRTQSTASLKDTQNAYLLAAGIIASIYVLCAFILILGVREQRELYESQQAESMPFFQGLRLVMGHGPYVK.... Result: 0 (no interaction). The miRNA is mmu-miR-1953 with sequence UGGGAAAGUUCUCAGGCUUCUG. (4) The miRNA is hsa-miR-335-5p with sequence UCAAGAGCAAUAACGAAAAAUGU. The protein sequence of the target gene is MPAAGSNEPDGVLSYQRPDEEAVVDQGGTSTILNIHYEKEELEGHRTLYVGVRMPLGRQSHRHHRTHGQKHRRRGRGKGASQGEEGLEALAHDTPSQRVQFILGTEEDEEHVPHELFTELDEICMKEGEDAEWKETARWLKFEEDVEDGGERWSKPYVATLSLHSLFELRSCLINGTVLLDMHANSIEEISDLILDQQELSSDLNDSMRVKVREALLKKHHHQNEKKRNNLIPIVRSFAEVGKKQSDPHLMDKHGQTVSPQSVPTTNLEVKNGVNCEHSPVDLSKVDLHFMKKIPTGAEA.... Result: 1 (interaction). (5) Result: 1 (interaction). The miRNA is mmu-miR-3090-3p with sequence UCCCAGGUGACACCCUGACUCA. The protein sequence of the target gene is MSWRRAASVGRRLVASGRILAGRRGAAGAAGSGMGNSTSSFWGKSTTTPVNQIQETISNNCVVIFSKTSCSYCSMAKKIFHDMNVNYKAVELDMLEYGNQFQDALHKMTGERTVPRIFVNGRFIGGAADTHRLHKEGKLLPLVHQCYLKKKQEERH. (6) The miRNA is hsa-miR-4453 with sequence GAGCUUGGUCUGUAGCGGUU. The protein sequence of the target gene is MESGKMAPPKNAPRDALVMAQILKDMGITEYEPRVINQMLEFAFRYVTTILDDAKIYSSHAKKPNVDADDVRLAIQCRADQSFTSPPPRDFLLDIARQKNQTPLPLIKPYAGPRLPPDRYCLTAPNYRLKSLIKKGPNQGRLVPRLSVGAVSSKPTTPTIATPQTVSVPNKVATPMSVTSQRFTVQIPPSQSTPVKPVPATTAVQNVLINPSMIGPKNILITTNMVSSQNTANEANPLKRKHEDDDDNDIM. Result: 0 (no interaction).